This data is from Forward reaction prediction with 1.9M reactions from USPTO patents (1976-2016). The task is: Predict the product of the given reaction. (1) Given the reactants [N:1]1[CH:6]=[CH:5][CH:4]=[CH:3][C:2]=1[C:7]1[C:11]([CH2:12][O:13][C:14]2[N:15]=[CH:16][C:17]([C:20]([OH:22])=O)=[N:18][CH:19]=2)=[CH:10][O:9][N:8]=1.[CH:23]1([NH2:26])[CH2:25][CH2:24]1, predict the reaction product. The product is: [CH:23]1([NH:26][C:20]([C:17]2[CH:16]=[N:15][C:14]([O:13][CH2:12][C:11]3[C:7]([C:2]4[CH:3]=[CH:4][CH:5]=[CH:6][N:1]=4)=[N:8][O:9][CH:10]=3)=[CH:19][N:18]=2)=[O:22])[CH2:25][CH2:24]1. (2) Given the reactants Br[CH:2]1[CH:7]([Br:8])[C:6]2[CH:9]=[C:10]([C:13]([F:16])([F:15])[F:14])[CH:11]=[CH:12][C:5]=2[O:4][C:3]1([CH2:19][F:20])[CH2:17][F:18].[OH-].[Na+].Cl, predict the reaction product. The product is: [Br:8][C:7]1[C:6]2[CH:9]=[C:10]([C:13]([F:16])([F:15])[F:14])[CH:11]=[CH:12][C:5]=2[O:4][C:3]([CH2:17][F:18])([CH2:19][F:20])[CH:2]=1.